Dataset: Catalyst prediction with 721,799 reactions and 888 catalyst types from USPTO. Task: Predict which catalyst facilitates the given reaction. (1) Reactant: [CH2:1]([O:3][C:4]1[CH:5]=[C:6]([C:13](=[O:36])[CH2:14][CH2:15][C:16]([NH:18][C:19]2[CH:28]=[C:27]([C:29]3[CH:34]=[CH:33][C:32]([OH:35])=[CH:31][CH:30]=3)[C:26]3[C:21](=[CH:22][CH:23]=[CH:24][CH:25]=3)[N:20]=2)=[O:17])[CH:7]=[CH:8][C:9]=1[O:10][CH2:11][CH3:12])[CH3:2].[C:37]([O:41][C:42](=[O:47])[NH:43][CH2:44][CH2:45]Br)([CH3:40])([CH3:39])[CH3:38].C(=O)([O-])[O-].[K+].[K+].[I-].[K+]. Product: [CH2:1]([O:3][C:4]1[CH:5]=[C:6]([C:13](=[O:36])[CH2:14][CH2:15][C:16]([NH:18][C:19]2[CH:28]=[C:27]([C:29]3[CH:30]=[CH:31][C:32]([O:35][CH2:45][CH2:44][NH:43][C:42](=[O:47])[O:41][C:37]([CH3:40])([CH3:39])[CH3:38])=[CH:33][CH:34]=3)[C:26]3[C:21](=[CH:22][CH:23]=[CH:24][CH:25]=3)[N:20]=2)=[O:17])[CH:7]=[CH:8][C:9]=1[O:10][CH2:11][CH3:12])[CH3:2]. The catalyst class is: 136. (2) Reactant: [F:1][C:2]1[CH:7]=[C:6]([I:8])[CH:5]=[CH:4][C:3]=1[NH:9][C:10]1[C:11]([NH:21][S:22]([CH:25]2[CH2:28][CH:27]([O:29]CC3C=CC=CC=3)[CH2:26]2)(=[O:24])=[O:23])=[C:12]2[O:20][CH2:19][CH2:18][N:13]2[C:14](=[O:17])[C:15]=1[CH3:16].B(Cl)(Cl)Cl. Product: [F:1][C:2]1[CH:7]=[C:6]([I:8])[CH:5]=[CH:4][C:3]=1[NH:9][C:10]1[C:11]([NH:21][S:22]([CH:25]2[CH2:28][CH:27]([OH:29])[CH2:26]2)(=[O:23])=[O:24])=[C:12]2[O:20][CH2:19][CH2:18][N:13]2[C:14](=[O:17])[C:15]=1[CH3:16]. The catalyst class is: 2. (3) Reactant: C([O:3][C:4]([C:6]1[N:14]([CH2:15][C:16]2[CH:21]=[CH:20][CH:19]=[CH:18][C:17]=2[F:22])[C:13]2[C:8](=[N:9][C:10]([CH3:23])=[CH:11][CH:12]=2)[C:7]=1[C:24]1[C:25]([O:30][CH3:31])=[N:26][CH:27]=[CH:28][CH:29]=1)=[O:5])C.[OH-].[Li+].Cl. Product: [F:22][C:17]1[CH:18]=[CH:19][CH:20]=[CH:21][C:16]=1[CH2:15][N:14]1[C:13]2[C:8](=[N:9][C:10]([CH3:23])=[CH:11][CH:12]=2)[C:7]([C:24]2[C:25]([O:30][CH3:31])=[N:26][CH:27]=[CH:28][CH:29]=2)=[C:6]1[C:4]([OH:5])=[O:3]. The catalyst class is: 7. (4) Reactant: FC(F)(F)C(O)=O.[Br:8][C:9]1[CH:10]=[C:11]([S:15]([C:18]2[CH:19]=[C:20]([C:25]([NH2:27])=[NH:26])[S:21][C:22]=2[S:23][CH3:24])(=[O:17])=[O:16])[CH:12]=[CH:13][CH:14]=1.CN(C=O)C.CCN(C(C)C)C(C)C.[C:42]([O:46][C:47](O[C:47]([O:46][C:42]([CH3:45])([CH3:44])[CH3:43])=[O:48])=[O:48])([CH3:45])([CH3:44])[CH3:43]. Product: [C:42]([O:46][C:47](=[O:48])[NH:26][C:25]([C:20]1[S:21][C:22]([S:23][CH3:24])=[C:18]([S:15]([C:11]2[CH:12]=[CH:13][CH:14]=[C:9]([Br:8])[CH:10]=2)(=[O:17])=[O:16])[CH:19]=1)=[NH:27])([CH3:45])([CH3:44])[CH3:43]. The catalyst class is: 25. (5) Reactant: [Br:1][C:2]1[CH:7]=[CH:6][C:5]([CH:8]2[CH2:13][CH:12]([S:14]([C:17]3[CH:22]=[CH:21][CH:20]=[C:19]([C:23]([F:26])([F:25])[F:24])[CH:18]=3)(=[O:16])=[O:15])[CH2:11][CH2:10][O:9]2)=[CH:4][CH:3]=1.[CH3:27]C([O-])(C)C.[K+].CI. Product: [Br:1][C:2]1[CH:7]=[CH:6][C:5]([CH:8]2[CH2:13][C:12]([CH3:27])([S:14]([C:17]3[CH:22]=[CH:21][CH:20]=[C:19]([C:23]([F:24])([F:26])[F:25])[CH:18]=3)(=[O:15])=[O:16])[CH2:11][CH2:10][O:9]2)=[CH:4][CH:3]=1. The catalyst class is: 49. (6) Reactant: [CH3:1][N:2]1[C:14]2[CH2:13][CH2:12][CH:11]([CH:15]3[CH2:20][CH2:19][O:18][CH2:17][CH2:16]3)[CH2:10][C:9]=2[C:8]2[C:3]1=[CH:4][CH:5]=[C:6]([C:21]([OH:23])=O)[CH:7]=2.[Cl-].[CH2:25]([NH2+:27][CH2:28][C:29]([NH:31][CH3:32])=[O:30])[CH3:26].F[P-](F)(F)(F)(F)F.N1(OC(N(C)C)=[N+](C)C)C2N=CC=CC=2N=N1.C(N(CC)C(C)C)(C)C. Product: [CH2:25]([N:27]([CH2:28][C:29]([NH:31][CH3:32])=[O:30])[C:21]([C:6]1[CH:7]=[C:8]2[C:3](=[CH:4][CH:5]=1)[N:2]([CH3:1])[C:14]1[CH2:13][CH2:12][CH:11]([CH:15]3[CH2:16][CH2:17][O:18][CH2:19][CH2:20]3)[CH2:10][C:9]2=1)=[O:23])[CH3:26]. The catalyst class is: 3. (7) Reactant: [Cl:1][CH2:2][C:3]1([CH3:10])[O:7][CH:6]([CH2:8][OH:9])[CH2:5][O:4]1.[H-].[Na+].Br[CH2:14][C:15]1[C:16]([Cl:28])=[C:17]([CH:21]=[CH:22][C:23]=1[S:24]([CH3:27])(=[O:26])=[O:25])[C:18]([OH:20])=[O:19].OS([O-])(=O)=O.[K+]. Product: [Cl:28][C:16]1[C:15]([CH2:14][O:9][CH2:8][CH:6]2[CH2:5][O:4][C:3]([CH2:2][Cl:1])([CH3:10])[O:7]2)=[C:23]([S:24]([CH3:27])(=[O:26])=[O:25])[CH:22]=[CH:21][C:17]=1[C:18]([OH:20])=[O:19]. The catalyst class is: 136. (8) The catalyst class is: 361. Reactant: [CH3:1][S:2][C:3]1[N:8]=[C:7]([C:9]2[S:10][CH:11]=[CH:12][CH:13]=2)[C:6]([C:14](=[S:16])[NH2:15])=[CH:5][N:4]=1.CO[CH:19](OC)[CH2:20]Br. Product: [CH3:1][S:2][C:3]1[N:8]=[C:7]([C:9]2[S:10][CH:11]=[CH:12][CH:13]=2)[C:6]([C:14]2[S:16][CH:19]=[CH:20][N:15]=2)=[CH:5][N:4]=1. (9) Reactant: Br[C:2]1[CH:3]=[C:4]([C:8]2([C:11]#[N:12])[CH2:10][CH2:9]2)[CH:5]=[N:6][CH:7]=1.[B:13]1([B:13]2[O:17][C:16]([CH3:19])([CH3:18])[C:15]([CH3:21])([CH3:20])[O:14]2)[O:17][C:16]([CH3:19])([CH3:18])[C:15]([CH3:21])([CH3:20])[O:14]1.C([O-])(=O)C.[K+]. Product: [CH3:20][C:15]1([CH3:21])[C:16]([CH3:19])([CH3:18])[O:17][B:13]([C:2]2[CH:3]=[C:4]([C:8]3([C:11]#[N:12])[CH2:10][CH2:9]3)[CH:5]=[N:6][CH:7]=2)[O:14]1. The catalyst class is: 12. (10) Reactant: [Br:1][C:2]1[C:9]([Cl:10])=[CH:8][CH:7]=[CH:6][C:3]=1[CH2:4]Br.[Si]([C:15]#[N:16])(C)(C)C.CCCC[N+](CCCC)(CCCC)CCCC.[F-]. Product: [Br:1][C:2]1[C:9]([Cl:10])=[CH:8][CH:7]=[CH:6][C:3]=1[CH2:4][C:15]#[N:16]. The catalyst class is: 23.